From a dataset of Reaction yield outcomes from USPTO patents with 853,638 reactions. Predict the reaction yield, written as a fraction of the theoretical maximum amount of product (1.0 means a 100% yield; for example, 0.34 means a 34% yield). The reactants are [F:1][C:2]([F:37])([F:36])[C:3]1[CH:4]=[C:5]([C:13]([CH3:35])([CH3:34])[C:14]([N:16]([CH3:33])[C:17]2[CH:22]=[C:21]([N+:23]([O-])=O)[CH:20]=[CH:19][C:18]=2[C:26]2[CH:31]=[CH:30][CH:29]=[CH:28][C:27]=2[CH3:32])=[O:15])[CH:6]=[C:7]([C:9]([F:12])([F:11])[F:10])[CH:8]=1.O. The catalyst is O1CCCC1.FC(F)(F)C(O)=O. The product is [NH2:23][C:21]1[CH:20]=[CH:19][C:18]([C:26]2[CH:31]=[CH:30][CH:29]=[CH:28][C:27]=2[CH3:32])=[C:17]([N:16]([CH3:33])[C:14](=[O:15])[C:13]([C:5]2[CH:6]=[C:7]([C:9]([F:10])([F:11])[F:12])[CH:8]=[C:3]([C:2]([F:1])([F:36])[F:37])[CH:4]=2)([CH3:34])[CH3:35])[CH:22]=1. The yield is 0.990.